Dataset: Forward reaction prediction with 1.9M reactions from USPTO patents (1976-2016). Task: Predict the product of the given reaction. (1) Given the reactants [Br:1][C:2]1[C:11]([O:12][CH2:13][C:14]#[N:15])=[CH:10][CH:9]=[C:8]2[C:3]=1[CH:4]=[CH:5][C:6]([CH2:16][N:17]([CH3:34])[C:18]([C:20]1[C:28]3[C:23](=[CH:24][CH:25]=[CH:26][CH:27]=3)[N:22]([CH3:29])[C:21]=1[CH2:30][CH2:31][CH2:32][CH3:33])=[O:19])=[CH:7]2.[N-:35]=[N+:36]=[N-:37].[Na+].[Cl-].[OH-].[Na+], predict the reaction product. The product is: [Br:1][C:2]1[C:11]([O:12][CH2:13][C:14]2[NH:37][N:36]=[N:35][N:15]=2)=[CH:10][CH:9]=[C:8]2[C:3]=1[CH:4]=[CH:5][C:6]([CH2:16][N:17]([CH3:34])[C:18]([C:20]1[C:28]3[C:23](=[CH:24][CH:25]=[CH:26][CH:27]=3)[N:22]([CH3:29])[C:21]=1[CH2:30][CH2:31][CH2:32][CH3:33])=[O:19])=[CH:7]2. (2) Given the reactants C[O:2][C:3](=[O:41])[CH2:4][C:5]1[CH:10]=[CH:9][C:8]([CH3:11])=[C:7]([S:12]([N:15]2[CH2:40][CH2:39][C:18]3([N:22]([CH2:23][CH2:24][C:25]4[CH:30]=[CH:29][C:28]([O:31][CH3:32])=[CH:27][CH:26]=4)[C:21](=[O:33])[N:20]([CH2:34][CH:35]([CH3:37])[CH3:36])[C:19]3=[O:38])[CH2:17][CH2:16]2)(=[O:14])=[O:13])[CH:6]=1.[Li+].[OH-].Cl, predict the reaction product. The product is: [CH2:34]([N:20]1[C:19](=[O:38])[C:18]2([CH2:17][CH2:16][N:15]([S:12]([C:7]3[CH:6]=[C:5]([CH2:4][C:3]([OH:41])=[O:2])[CH:10]=[CH:9][C:8]=3[CH3:11])(=[O:14])=[O:13])[CH2:40][CH2:39]2)[N:22]([CH2:23][CH2:24][C:25]2[CH:26]=[CH:27][C:28]([O:31][CH3:32])=[CH:29][CH:30]=2)[C:21]1=[O:33])[CH:35]([CH3:37])[CH3:36]. (3) Given the reactants [C:1]1([C:7]2[N:8]=[C:9]([C:12]3([CH2:18][NH2:19])[CH2:17][CH2:16][O:15][CH2:14][CH2:13]3)[S:10][CH:11]=2)[CH:6]=[CH:5][CH:4]=[CH:3][CH:2]=1.[C:20]([CH:22]1[CH2:24][CH:23]1[C:25](O)=[O:26])#[N:21], predict the reaction product. The product is: [C:20]([CH:22]1[CH2:24][CH:23]1[C:25]([NH:19][CH2:18][C:12]1([C:9]2[S:10][CH:11]=[C:7]([C:1]3[CH:2]=[CH:3][CH:4]=[CH:5][CH:6]=3)[N:8]=2)[CH2:13][CH2:14][O:15][CH2:16][CH2:17]1)=[O:26])#[N:21].